From a dataset of Reaction yield outcomes from USPTO patents with 853,638 reactions. Predict the reaction yield, written as a fraction of the theoretical maximum amount of product (1.0 means a 100% yield; for example, 0.34 means a 34% yield). (1) The reactants are [CH3:1][N:2]1[C:6]([C:7]2[CH:8]=[C:9]([NH2:21])[CH:10]=[CH:11][C:12]=2[O:13][CH2:14][CH2:15][N:16]2[CH2:20][CH2:19][CH2:18][CH2:17]2)=[CH:5][CH:4]=[N:3]1.[Cl:22][C:23]1[CH:24]=[C:25]([CH:29]=[CH:30][CH:31]=1)[C:26](Cl)=[O:27].C(N(CC)CC)C. The catalyst is C(Cl)Cl. The product is [Cl:22][C:23]1[CH:24]=[C:25]([CH:29]=[CH:30][CH:31]=1)[C:26]([NH:21][C:9]1[CH:10]=[CH:11][C:12]([O:13][CH2:14][CH2:15][N:16]2[CH2:20][CH2:19][CH2:18][CH2:17]2)=[C:7]([C:6]2[N:2]([CH3:1])[N:3]=[CH:4][CH:5]=2)[CH:8]=1)=[O:27]. The yield is 0.870. (2) The reactants are [CH2:1]([N:8]1[CH2:12][CH2:11][N:10]([C:13]2[S:14][C:15]([C:19]([OH:21])=O)=[C:16]([CH3:18])[N:17]=2)[C:9]1=[O:22])[C:2]1[CH:7]=[CH:6]C=CC=1.C1(CN2CCN(C3SC(C(O)=O)=C(C)N=3)C2=O)CC1.[F:42][C:43]1[CH:50]=[CH:49][C:46]([CH2:47][NH2:48])=[CH:45][CH:44]=1. No catalyst specified. The product is [CH:2]1([CH2:1][N:8]2[CH2:12][CH2:11][N:10]([C:13]3[S:14][C:15]([C:19]([NH:48][CH2:47][C:46]4[CH:49]=[CH:50][C:43]([F:42])=[CH:44][CH:45]=4)=[O:21])=[C:16]([CH3:18])[N:17]=3)[C:9]2=[O:22])[CH2:7][CH2:6]1. The yield is 0.760. (3) The reactants are [F:1][C:2]1[CH:7]=[CH:6][C:5]([C:8]2([CH2:14][O:15][CH2:16][C:17]([O:19]C(C)(C)C)=[O:18])[CH2:13][CH2:12][CH2:11][CH2:10][CH2:9]2)=[CH:4][CH:3]=1. The catalyst is FC(F)(F)C(O)=O. The product is [F:1][C:2]1[CH:3]=[CH:4][C:5]([C:8]2([CH2:14][O:15][CH2:16][C:17]([OH:19])=[O:18])[CH2:13][CH2:12][CH2:11][CH2:10][CH2:9]2)=[CH:6][CH:7]=1. The yield is 0.960. (4) The reactants are [C:1](Cl)(=[O:10])[O:2][CH2:3][C:4]1[CH:9]=[CH:8][CH:7]=[CH:6][CH:5]=1.Cl.[NH:13]1[CH2:17][CH2:16][CH:15]([C:18]([O:20][CH3:21])=[O:19])[CH2:14]1.C([O-])([O-])=O.[K+].[K+].O. The catalyst is C1COCC1.CCOCC. The product is [N:13]1([C:1]([O:2][CH2:3][C:4]2[CH:9]=[CH:8][CH:7]=[CH:6][CH:5]=2)=[O:10])[CH2:17][CH2:16][CH:15]([C:18]([O:20][CH3:21])=[O:19])[CH2:14]1. The yield is 0.540. (5) The product is [Cl:1][C:2]([F:13])([F:14])[C:3]1[N:4]=[CH:5][C:6]([CH:9]([S:11]([CH3:12])=[N:17][C:16]#[N:15])[CH3:10])=[CH:7][CH:8]=1. The reactants are [Cl:1][C:2]([F:14])([F:13])[C:3]1[CH:8]=[CH:7][C:6]([CH:9]([S:11][CH3:12])[CH3:10])=[CH:5][N:4]=1.[N:15]#[C:16][NH2:17].C(O)(=O)C.C(O)(=O)C.IC1C=CC=CC=1. The yield is 0.480. The catalyst is C1COCC1. (6) The reactants are [H-].[Na+].[I:3][C:4]1[C:5]([O:14][CH3:15])=[CH:6][C:7]([C:11](=[O:13])[CH3:12])=[C:8]([OH:10])[CH:9]=1.[Na].ClCOC. The catalyst is CN(C=O)C. The product is [OH:10][C:8]1[CH:9]=[C:4]([I:3])[C:5]([O:14][CH3:15])=[CH:6][C:7]=1[C:11](=[O:13])[CH3:12]. The yield is 0.850. (7) The reactants are [NH2:1][C@H:2]([CH2:10][OH:11])[CH2:3][C:4]1[CH:9]=[CH:8][CH:7]=[CH:6][CH:5]=1.[CH:12](=O)[C:13]1[CH:18]=[CH:17][CH:16]=[CH:15][CH:14]=1.[H][H]. The catalyst is C(O)C.[Pt]. The product is [CH2:12]([NH:1][C@H:2]([CH2:10][OH:11])[CH2:3][C:4]1[CH:5]=[CH:6][CH:7]=[CH:8][CH:9]=1)[C:13]1[CH:18]=[CH:17][CH:16]=[CH:15][CH:14]=1. The yield is 0.480. (8) The reactants are [H-].[Na+].[Br:3][C:4]1[C:5]([NH:18][C:19]([O:21][C:22]([CH3:25])([CH3:24])[CH3:23])=[O:20])=[CH:6][CH:7]=[C:8]2[C:13]=1[CH:12]=[C:11]([C:14]([O:16][CH3:17])=[O:15])[CH:10]=[CH:9]2.[Cl:26][CH:27]=[CH:28][CH2:29]Cl. The catalyst is CN(C=O)C. The product is [Br:3][C:4]1[C:5]([N:18]([C:19]([O:21][C:22]([CH3:25])([CH3:24])[CH3:23])=[O:20])[CH2:29][CH:28]=[CH:27][Cl:26])=[CH:6][CH:7]=[C:8]2[C:13]=1[CH:12]=[C:11]([C:14]([O:16][CH3:17])=[O:15])[CH:10]=[CH:9]2. The yield is 0.970. (9) The reactants are [Si:1]([O:8][CH2:9][C@H:10]1[CH2:15][NH:14][CH2:13][CH2:12][N:11]1[C:16]([O:18][C:19]([CH3:22])([CH3:21])[CH3:20])=[O:17])([C:4]([CH3:7])([CH3:6])[CH3:5])([CH3:3])[CH3:2].Br[C:24]1[CH:25]=[CH:26][C:27]([Cl:30])=[N:28][CH:29]=1.C1(P(C2C=CC=CC=2)C2C3OC4C(=CC=CC=4P(C4C=CC=CC=4)C4C=CC=CC=4)C(C)(C)C=3C=CC=2)C=CC=CC=1.CC(C)([O-])C.[Na+]. The catalyst is C1(C)C=CC=CC=1.C1C=CC(/C=C/C(/C=C/C2C=CC=CC=2)=O)=CC=1.C1C=CC(/C=C/C(/C=C/C2C=CC=CC=2)=O)=CC=1.C1C=CC(/C=C/C(/C=C/C2C=CC=CC=2)=O)=CC=1.[Pd].[Pd]. The product is [Si:1]([O:8][CH2:9][C@H:10]1[CH2:15][N:14]([C:24]2[CH:29]=[N:28][C:27]([Cl:30])=[CH:26][CH:25]=2)[CH2:13][CH2:12][N:11]1[C:16]([O:18][C:19]([CH3:22])([CH3:21])[CH3:20])=[O:17])([C:4]([CH3:7])([CH3:5])[CH3:6])([CH3:3])[CH3:2]. The yield is 0.480.